The task is: Predict the reactants needed to synthesize the given product.. This data is from Full USPTO retrosynthesis dataset with 1.9M reactions from patents (1976-2016). The reactants are: C(Cl)(=O)C(Cl)=O.CS(C)=O.[OH:11][CH:12]1[CH2:16][N:15]([C:17]([O:19][C:20]([CH3:23])([CH3:22])[CH3:21])=[O:18])[C:14]([CH3:30])([C:24]2[CH:29]=[CH:28][CH:27]=[CH:26][CH:25]=2)[CH2:13]1.CCN(CC)CC. Given the product [CH3:30][C:14]1([C:24]2[CH:29]=[CH:28][CH:27]=[CH:26][CH:25]=2)[CH2:13][C:12](=[O:11])[CH2:16][N:15]1[C:17]([O:19][C:20]([CH3:21])([CH3:22])[CH3:23])=[O:18], predict the reactants needed to synthesize it.